This data is from Forward reaction prediction with 1.9M reactions from USPTO patents (1976-2016). The task is: Predict the product of the given reaction. (1) Given the reactants [CH2:1]([OH:5])[CH2:2][CH2:3][CH3:4].[Na].Br[C:8]1[N:15]=[C:14]([NH2:16])[CH:13]=[C:12]([NH2:17])[C:9]=1[C:10]#[N:11], predict the reaction product. The product is: [NH2:17][C:12]1[C:9]([C:10]#[N:11])=[C:8]([O:5][CH2:1][CH2:2][CH2:3][CH3:4])[N:15]=[C:14]([NH2:16])[CH:13]=1. (2) Given the reactants Cl[C:2]1[C:3]2[CH:14]=[C:13]([C:15]3[CH:20]=[CH:19][CH:18]=[CH:17][CH:16]=3)[CH:12]=[CH:11][C:4]=2[N:5]([CH3:10])[C:6](=[O:9])[CH2:7][N:8]=1.C(C1C=C(B(O)O)C=CC=1)=O.[C:32]([C:35]1[CH:36]=[C:37](B(O)O)[CH:38]=[CH:39][CH:40]=1)(=[O:34])[CH3:33], predict the reaction product. The product is: [C:32]([C:35]1[CH:40]=[C:39]([C:2]2[C:3]3[CH:14]=[C:13]([C:15]4[CH:20]=[CH:19][CH:18]=[CH:17][CH:16]=4)[CH:12]=[CH:11][C:4]=3[N:5]([CH3:10])[C:6](=[O:9])[CH2:7][N:8]=2)[CH:38]=[CH:37][CH:36]=1)(=[O:34])[CH3:33]. (3) Given the reactants [CH3:1][C:2]([C:35]([OH:37])=[O:36])([C:4]1[CH:5]=[CH:6][C:7]([CH:10]([OH:34])[CH2:11][CH2:12][CH2:13][N:14]2[CH2:19][CH2:18][CH:17]([C:20]([OH:33])([C:27]3[CH:28]=[CH:29][CH:30]=[CH:31][CH:32]=3)[C:21]3[CH:22]=[CH:23][CH:24]=[CH:25][CH:26]=3)[CH2:16][CH2:15]2)=[CH:8][CH:9]=1)[CH3:3].Cl.C(N(CC)CC)C, predict the reaction product. The product is: [CH3:3][C:2]([C:35]([OH:37])=[O:36])([C:4]1[CH:9]=[CH:8][C:7]([CH:10]([OH:34])[CH2:11][CH2:12][CH2:13][N:14]2[CH2:15][CH2:16][CH:17]([C:20]([OH:33])([C:21]3[CH:26]=[CH:25][CH:24]=[CH:23][CH:22]=3)[C:27]3[CH:28]=[CH:29][CH:30]=[CH:31][CH:32]=3)[CH2:18][CH2:19]2)=[CH:6][CH:5]=1)[CH3:1]. (4) Given the reactants C([O:3][C@H:4]1[CH2:9][CH2:8][CH2:7][N:6]([C:10]2[N:11]=[C:12]3[CH:29]=[C:28](/[CH:30]=[CH:31]/[C:32]4[S:33][CH:34]=[C:35]([CH:37]([CH3:39])[CH3:38])[N:36]=4)[CH:27]=[CH:26][N:13]3[C:14](=[O:25])[C:15]=2/[CH:16]=[CH:17]/[C:18]([O:20][C:21]([CH3:24])([CH3:23])[CH3:22])=[O:19])[CH2:5]1)=O.OC1CCCN(C2N=C3C=C(/C=C/C4SC=C(C(C)C)N=4)C=CN3C(=O)C=2/C=C/C(OC(C)(C)C)=O)C1, predict the reaction product. The product is: [OH:3][C@H:4]1[CH2:9][CH2:8][CH2:7][N:6]([C:10]2[N:11]=[C:12]3[CH:29]=[C:28](/[CH:30]=[CH:31]/[C:32]4[S:33][CH:34]=[C:35]([CH:37]([CH3:39])[CH3:38])[N:36]=4)[CH:27]=[CH:26][N:13]3[C:14](=[O:25])[C:15]=2/[CH:16]=[CH:17]/[C:18]([O:20][C:21]([CH3:22])([CH3:23])[CH3:24])=[O:19])[CH2:5]1.